Predict the reaction yield, written as a fraction of the theoretical maximum amount of product (1.0 means a 100% yield; for example, 0.34 means a 34% yield). From a dataset of Reaction yield outcomes from USPTO patents with 853,638 reactions. The reactants are [Cl:1][C:2]1[CH:7]=[C:6]([O:8][C:9]2[CH:14]=[CH:13][C:12]([CH:15]=[CH2:16])=[CH:11][CH:10]=2)[CH:5]=[CH:4][C:3]=1[CH3:17].B1C2CCCC1CCC2.C1C[O:30]CC1. No catalyst specified. The product is [Cl:1][C:2]1[CH:7]=[C:6]([O:8][C:9]2[CH:14]=[CH:13][C:12]([CH2:15][CH2:16][OH:30])=[CH:11][CH:10]=2)[CH:5]=[CH:4][C:3]=1[CH3:17]. The yield is 0.665.